Dataset: Full USPTO retrosynthesis dataset with 1.9M reactions from patents (1976-2016). Task: Predict the reactants needed to synthesize the given product. Given the product [CH3:42][C:39]1[C:38]([CH3:43])=[C:37]([NH:36][C:35]([N:23]2[CH2:22][CH2:21][C:19]3([CH2:20][CH:17]([C:13]4[CH:14]=[CH:15][CH:16]=[C:11]([O:10][C:7]5[CH:6]=[CH:5][C:4]([C:3]([F:2])([F:26])[F:27])=[CH:9][N:8]=5)[CH:12]=4)[CH2:18]3)[CH2:25][CH2:24]2)=[O:34])[O:41][N:40]=1, predict the reactants needed to synthesize it. The reactants are: Cl.[F:2][C:3]([F:27])([F:26])[C:4]1[CH:5]=[CH:6][C:7]([O:10][C:11]2[CH:12]=[C:13]([CH:17]3[CH2:20][C:19]4([CH2:25][CH2:24][NH:23][CH2:22][CH2:21]4)[CH2:18]3)[CH:14]=[CH:15][CH:16]=2)=[N:8][CH:9]=1.C1([O:34][C:35](=O)[NH:36][C:37]2[O:41][N:40]=[C:39]([CH3:42])[C:38]=2[CH3:43])C=CC=CC=1.